From a dataset of Forward reaction prediction with 1.9M reactions from USPTO patents (1976-2016). Predict the product of the given reaction. Given the reactants [C:1]([O:5][C:6]([N:8]([C:17]1[CH:25]=[CH:24][C:20]([C:21]([OH:23])=[O:22])=[CH:19][C:18]=1[O:26][CH2:27][CH:28]1[CH2:30][CH2:29]1)[S:9]([CH2:12][CH2:13][N:14]([CH3:16])[CH3:15])(=[O:11])=[O:10])=[O:7])([CH3:4])([CH3:3])[CH3:2].C(Cl)CCl.[Cl:35][C:36]1[CH:37]=[N+:38]([O-:61])[CH:39]=[C:40]([Cl:60])[C:41]=1[CH2:42][C@@H:43]([C:45]1[CH:50]=[CH:49][C:48]([O:51][CH:52]([F:54])[F:53])=[C:47]([O:55][CH2:56][CH:57]2[CH2:59][CH2:58]2)[CH:46]=1)O, predict the reaction product. The product is: [C:1]([O:5][C:6]([N:8]([C:17]1[CH:25]=[CH:24][C:20]([C:21]([O:23][C@H:43]([C:45]2[CH:50]=[CH:49][C:48]([O:51][CH:52]([F:53])[F:54])=[C:47]([O:55][CH2:56][CH:57]3[CH2:58][CH2:59]3)[CH:46]=2)[CH2:42][C:41]2[C:40]([Cl:60])=[CH:39][N+:38]([O-:61])=[CH:37][C:36]=2[Cl:35])=[O:22])=[CH:19][C:18]=1[O:26][CH2:27][CH:28]1[CH2:29][CH2:30]1)[S:9]([CH2:12][CH2:13][N:14]([CH3:15])[CH3:16])(=[O:11])=[O:10])=[O:7])([CH3:4])([CH3:2])[CH3:3].